From a dataset of Merck oncology drug combination screen with 23,052 pairs across 39 cell lines. Regression. Given two drug SMILES strings and cell line genomic features, predict the synergy score measuring deviation from expected non-interaction effect. (1) Synergy scores: synergy=18.7. Drug 1: N#Cc1ccc(Cn2cncc2CN2CCN(c3cccc(Cl)c3)C(=O)C2)cc1. Drug 2: C=CCn1c(=O)c2cnc(Nc3ccc(N4CCN(C)CC4)cc3)nc2n1-c1cccc(C(C)(C)O)n1. Cell line: HT29. (2) Drug 1: CCN(CC)CCNC(=O)c1c(C)[nH]c(C=C2C(=O)Nc3ccc(F)cc32)c1C. Drug 2: CNC(=O)c1cc(Oc2ccc(NC(=O)Nc3ccc(Cl)c(C(F)(F)F)c3)cc2)ccn1. Synergy scores: synergy=-3.95. Cell line: NCIH23. (3) Drug 1: O=C(CCCCCCC(=O)Nc1ccccc1)NO. Drug 2: CC1(c2nc3c(C(N)=O)cccc3[nH]2)CCCN1. Cell line: NCIH2122. Synergy scores: synergy=13.1. (4) Drug 1: CC1CC2C3CCC4=CC(=O)C=CC4(C)C3(F)C(O)CC2(C)C1(O)C(=O)CO. Drug 2: COC1=C2CC(C)CC(OC)C(O)C(C)C=C(C)C(OC(N)=O)C(OC)C=CC=C(C)C(=O)NC(=CC1=O)C2=O. Cell line: A375. Synergy scores: synergy=1.44. (5) Drug 1: Cn1nnc2c(C(N)=O)ncn2c1=O. Drug 2: CC1(c2nc3c(C(N)=O)cccc3[nH]2)CCCN1. Cell line: KPL1. Synergy scores: synergy=2.35. (6) Drug 1: Nc1ccn(C2OC(CO)C(O)C2(F)F)c(=O)n1. Drug 2: O=C(NOCC(O)CO)c1ccc(F)c(F)c1Nc1ccc(I)cc1F. Cell line: SKOV3. Synergy scores: synergy=11.5. (7) Drug 1: CN1C(=O)C=CC2(C)C3CCC4(C)C(NC(=O)OCC(F)(F)F)CCC4C3CCC12. Drug 2: O=C(CCCCCCC(=O)Nc1ccccc1)NO. Cell line: OCUBM. Synergy scores: synergy=-12.3. (8) Drug 1: CN1C(=O)C=CC2(C)C3CCC4(C)C(NC(=O)OCC(F)(F)F)CCC4C3CCC12. Drug 2: CC1(c2nc3c(C(N)=O)cccc3[nH]2)CCCN1. Cell line: ZR751. Synergy scores: synergy=-17.2.